From a dataset of Reaction yield outcomes from USPTO patents with 853,638 reactions. Predict the reaction yield, written as a fraction of the theoretical maximum amount of product (1.0 means a 100% yield; for example, 0.34 means a 34% yield). (1) The reactants are [F:1][C:2]([F:23])([F:22])[C@@H:3]([OH:21])[CH2:4][N:5]1[CH2:11][CH2:10][C:9]2[CH:12]=[C:13]([O:19][CH3:20])[C:14]([N+:16]([O-])=O)=[CH:15][C:8]=2[CH2:7][CH2:6]1.C.O. The catalyst is CO.[Pd]. The product is [NH2:16][C:14]1[C:13]([O:19][CH3:20])=[CH:12][C:9]2[CH2:10][CH2:11][N:5]([CH2:4][C@H:3]([OH:21])[C:2]([F:1])([F:22])[F:23])[CH2:6][CH2:7][C:8]=2[CH:15]=1. The yield is 0.930. (2) The reactants are [CH3:1][N:2]([CH3:32])[CH2:3][CH2:4][O:5][C:6]1[CH:15]=[CH:14][CH:13]=[C:12]2[C:7]=1[C:8]([NH:16][C:17]1[CH:22]=[CH:21][C:20]([O:23][CH2:24][C:25]3[CH:30]=CC=[CH:27][N:26]=3)=[C:19]([CH3:31])[CH:18]=1)=[N:9][CH:10]=[N:11]2.Cl.ClCC1N=C[S:39]C=1. No catalyst specified. The product is [CH3:1][N:2]([CH3:32])[CH2:3][CH2:4][O:5][C:6]1[CH:15]=[CH:14][CH:13]=[C:12]2[C:7]=1[C:8]([NH:16][C:17]1[CH:22]=[CH:21][C:20]([O:23][CH2:24][C:25]3[N:26]=[CH:27][S:39][CH:30]=3)=[C:19]([CH3:31])[CH:18]=1)=[N:9][CH:10]=[N:11]2. The yield is 0.470. (3) The reactants are [C:1]([O:5][C:6]([N:8]1[CH2:13][CH2:12][N:11]([CH2:14][C:15]2[CH:16]=[C:17]([CH:21]=[CH:22][CH:23]=2)[C:18](O)=[O:19])[CH2:10][CH2:9]1)=[O:7])([CH3:4])([CH3:3])[CH3:2].CN(C(ON1N=NC2C=CC=NC1=2)=[N+](C)C)C.F[P-](F)(F)(F)(F)F.[NH2:48][CH2:49][CH:50]([OH:62])[CH2:51][N:52]1[CH2:61][CH2:60][C:59]2[C:54](=[CH:55][CH:56]=[CH:57][CH:58]=2)[CH2:53]1.CCN(C(C)C)C(C)C. The catalyst is C(Cl)Cl. The product is [CH2:53]1[C:54]2[C:59](=[CH:58][CH:57]=[CH:56][CH:55]=2)[CH2:60][CH2:61][N:52]1[CH2:51][CH:50]([OH:62])[CH2:49][NH:48][C:18]([C:17]1[CH:16]=[C:15]([CH:23]=[CH:22][CH:21]=1)[CH2:14][N:11]1[CH2:12][CH2:13][N:8]([C:6]([O:5][C:1]([CH3:3])([CH3:4])[CH3:2])=[O:7])[CH2:9][CH2:10]1)=[O:19]. The yield is 0.940. (4) The reactants are CC([O-])(C)C.[K+].[F:7][C:8]1[CH:13]=[C:12]([N:14]2[CH2:18][C:17](F)([F:19])[C:16](F)([F:21])[CH2:15]2)[CH:11]=[CH:10][C:9]=1[N:23]1[CH:28]=[C:27]([O:29][CH3:30])[C:26](=[O:31])[C:25]([C:32]2[N:36]([C:37]3[CH:42]=[CH:41][CH:40]=[CH:39][CH:38]=3)[N:35]=[CH:34][CH:33]=2)=[N:24]1.O. The catalyst is CS(C)=O. The product is [F:21][C:16]1[C:17]([F:19])=[CH:18][N:14]([C:12]2[CH:11]=[CH:10][C:9]([N:23]3[CH:28]=[C:27]([O:29][CH3:30])[C:26](=[O:31])[C:25]([C:32]4[N:36]([C:37]5[CH:42]=[CH:41][CH:40]=[CH:39][CH:38]=5)[N:35]=[CH:34][CH:33]=4)=[N:24]3)=[C:8]([F:7])[CH:13]=2)[CH:15]=1. The yield is 0.320. (5) The reactants are ClS(O)(=O)=O.C(O)(=O)/C=C/C(O)=O.C(O)(=O)/C=C\C(O)=O.[N+:22]([C:25]1[CH:43]=[CH:42][CH:41]=[CH:40][C:26]=1[O:27]/[C:28](=[CH:34]\[C:35]([O:37]CC)=O)/[C:29]([O:31][CH2:32][CH3:33])=[O:30])([O-:24])=[O:23].[N+](C1C=CC=CC=1O/C(=C/C(OCC)=O)/C(OCC)=O)([O-])=O. The yield is 0.700. The product is [N+:22]([C:25]1[C:26]2[O:27][C:28]([C:29]([O:31][CH2:32][CH3:33])=[O:30])=[CH:34][C:35](=[O:37])[C:40]=2[CH:41]=[CH:42][CH:43]=1)([O-:24])=[O:23]. No catalyst specified. (6) The reactants are C(OC([NH:8][CH2:9][CH:10]1[CH2:15][CH2:14][N:13]([C:16]2[N:20]([CH3:21])[N:19]=[CH:18][C:17]=2[NH:22][C:23]([C:25]2[N:26]=[C:27](Br)[S:28][C:29]=2[NH:30]C(=O)OC(C)(C)C)=[O:24])[CH2:12][CH2:11]1)=O)CCC.[Cl:39][C:40]1[CH:41]=[CH:42][C:43]([F:49])=[C:44](B(O)O)[CH:45]=1. No catalyst specified. The product is [NH2:30][C:29]1[S:28][C:27]([C:42]2[CH:41]=[C:40]([Cl:39])[CH:45]=[CH:44][C:43]=2[F:49])=[N:26][C:25]=1[C:23]([NH:22][C:17]1[CH:18]=[N:19][N:20]([CH3:21])[C:16]=1[N:13]1[CH2:12][CH2:11][CH:10]([CH2:9][NH2:8])[CH2:15][CH2:14]1)=[O:24]. The yield is 0.310.